From a dataset of Catalyst prediction with 721,799 reactions and 888 catalyst types from USPTO. Predict which catalyst facilitates the given reaction. (1) Reactant: [CH3:1][C:2]1[CH:7]=[CH:6][CH:5]=[C:4]([S:8][CH2:9][CH:10]=[C:11]([CH3:13])[CH3:12])[CH:3]=1.C1(C)C=CC(S(O)(=O)=O)=CC=1. Product: [CH3:12][C:11]1([CH3:13])[C:5]2[C:4](=[CH:3][C:2]([CH3:1])=[CH:7][CH:6]=2)[S:8][CH2:9][CH2:10]1. The catalyst class is: 11. (2) Reactant: [Br:1][C:2]1[CH:11]=[C:10]([Br:12])[C:9]2[C:4](=[CH:5][CH:6]=[CH:7][CH:8]=2)[N:3]=1.[CH3:13][N:14]1[CH2:19][CH2:18][NH:17][CH2:16][CH2:15]1. Product: [Br:12][C:10]1[C:9]2[C:4](=[CH:5][CH:6]=[CH:7][CH:8]=2)[N:3]=[C:2]([N:17]2[CH2:18][CH2:19][N:14]([CH3:13])[CH2:15][CH2:16]2)[CH:11]=1.[Br:1][C:2]1[CH:11]=[C:10]([N:17]2[CH2:18][CH2:19][N:14]([CH3:13])[CH2:15][CH2:16]2)[C:9]2[C:4](=[CH:5][CH:6]=[CH:7][CH:8]=2)[N:3]=1. The catalyst class is: 16. (3) Product: [CH2:8]=[CH:7][C:6]1[CH:16]=[CH:17][CH:18]=[CH:19][CH:5]=1.[C:16]([O:15][CH2:14][CH2:13][CH2:11][CH3:10])(=[O:2])[CH:6]=[CH2:5]. The catalyst class is: 6. Reactant: C(=O)=[O:2].O.[CH:5]1[C:19](I)=[C:18]([O-])[C:17](I)=[C:16]2[C:6]=1[C:7](C1C(Cl)=C(Cl)C(Cl)=C(Cl)C=1C([O-])=O)=[C:8]1[C:14]([O:15]2)=[C:13](I)[C:11](=O)[C:10](I)=C1.[Na+].[Na+].C(=O)=O. (4) The catalyst class is: 3. Reactant: Cl.Cl[C:3]1[C:8]([CH3:9])=[CH:7][N:6]=[CH:5][N:4]=1.C(N(CC)CC)C.[NH:17]1[CH2:25][CH2:24][CH:20]([C:21]([NH2:23])=[O:22])[CH2:19][CH2:18]1.C(=O)([O-])O.[Na+]. Product: [CH3:9][C:8]1[C:3]([N:17]2[CH2:25][CH2:24][CH:20]([C:21]([NH2:23])=[O:22])[CH2:19][CH2:18]2)=[N:4][CH:5]=[N:6][CH:7]=1. (5) Reactant: [CH3:1][N:2]1[C:8]2[CH:9]=[C:10]([CH3:13])[CH:11]=[CH:12][C:7]=2[C:6]([C:14]2[CH:19]=[CH:18][CH:17]=[CH:16][CH:15]=2)=[N:5][CH2:4][CH2:3]1.CC(O)=O.[BH4-].[Na+]. Product: [CH3:1][N:2]1[C:8]2[CH:9]=[C:10]([CH3:13])[CH:11]=[CH:12][C:7]=2[CH:6]([C:14]2[CH:19]=[CH:18][CH:17]=[CH:16][CH:15]=2)[NH:5][CH2:4][CH2:3]1. The catalyst class is: 5. (6) Reactant: [CH3:1][N:2]1[CH2:7][C@@H:6]2[CH2:8][C@H:3]1[CH2:4][N:5]2[C:9]1[CH:14]=[CH:13][C:12]([N+:15]([O-])=O)=[CH:11][C:10]=1[CH3:18]. Product: [CH3:18][C:10]1[CH:11]=[C:12]([CH:13]=[CH:14][C:9]=1[N:5]1[CH2:4][C@@H:3]2[CH2:8][C@H:6]1[CH2:7][N:2]2[CH3:1])[NH2:15]. The catalyst class is: 50.